The task is: Predict which catalyst facilitates the given reaction.. This data is from Catalyst prediction with 721,799 reactions and 888 catalyst types from USPTO. (1) Reactant: [CH2:1]([O:8][C:9]1[N:14]=[CH:13][C:12]([C:15]2[CH:23]=[CH:22][C:18]([C:19](O)=[O:20])=[CH:17][CH:16]=2)=[CH:11][CH:10]=1)[C:2]1[CH:7]=[CH:6][CH:5]=[CH:4][CH:3]=1.Cl.[CH3:25][O:26][C:27](=[O:37])[C@H:28]([CH2:30][C:31]1[CH:36]=[CH:35][CH:34]=[CH:33][CH:32]=1)[NH2:29].C(N(CC)CC)C. Product: [CH3:25][O:26][C:27](=[O:37])[CH:28]([NH:29][C:19](=[O:20])[C:18]1[CH:17]=[CH:16][C:15]([C:12]2[CH:13]=[N:14][C:9]([O:8][CH2:1][C:2]3[CH:3]=[CH:4][CH:5]=[CH:6][CH:7]=3)=[CH:10][CH:11]=2)=[CH:23][CH:22]=1)[CH2:30][C:31]1[CH:36]=[CH:35][CH:34]=[CH:33][CH:32]=1. The catalyst class is: 18. (2) Reactant: [Cl:1][C:2]([Cl:9])([Cl:8])[C:3]([N:5]=[C:6]=O)=[O:4].[Br:10][C:11]1[CH:12]=[CH:13][C:14]2[C:15]3[S:24][C:23]([CH2:25][CH2:26][CH3:27])=[N:22][C:16]=3C=[N+:18]([O-])[C:19]=2[CH:20]=1. Product: [Br:10][C:11]1[CH:12]=[CH:13][C:14]2[C:15]3[S:24][C:23]([CH2:25][CH2:26][CH3:27])=[N:22][C:16]=3[C:6]([NH:5][C:3](=[O:4])[C:2]([Cl:9])([Cl:8])[Cl:1])=[N:18][C:19]=2[CH:20]=1. The catalyst class is: 4. (3) Reactant: Br[C:2]1[CH:3]=[CH:4][C:5]2[O:10][C:9](=[O:11])[NH:8][CH:7]([C:12]3[CH:17]=[CH:16][CH:15]=[CH:14][CH:13]=3)[C:6]=2[CH:18]=1.C([O-])([O-])=O.[Na+].[Na+].[CH3:25][C:26]1[C:30](B(O)O)=[C:29]([CH3:34])[O:28][N:27]=1. Product: [CH3:25][C:26]1[C:30]([C:2]2[CH:3]=[CH:4][C:5]3[O:10][C:9](=[O:11])[NH:8][CH:7]([C:12]4[CH:17]=[CH:16][CH:15]=[CH:14][CH:13]=4)[C:6]=3[CH:18]=2)=[C:29]([CH3:34])[O:28][N:27]=1. The catalyst class is: 622.